Binary Classification. Given a drug SMILES string, predict its activity (active/inactive) in a high-throughput screening assay against a specified biological target. From a dataset of Choline transporter screen with 302,306 compounds. (1) The molecule is o1c(C(C2C(=O)CC(CC2=O)(C)C)C2=C(O)CC(CC2=O)(C)C)ccc1C. The result is 0 (inactive). (2) The compound is S(=O)(=O)(NC(C(=O)NCC1OCCC1)Cc1ccccc1)c1cc2c(n(c(=O)n(c2=O)C)C)cc1. The result is 0 (inactive). (3) The molecule is O=C1C(C2C(C(C(=O)CC2)CCCC)C1)C\C=C/CCCC(O)=O. The result is 1 (active).